From a dataset of Full USPTO retrosynthesis dataset with 1.9M reactions from patents (1976-2016). Predict the reactants needed to synthesize the given product. (1) Given the product [CH:17]1([CH2:16][N:13]2[CH2:14][CH2:15][N:10]([C:8]([C:5]3[N:4]=[CH:3][C:2]([B:20]([OH:24])[OH:21])=[CH:7][N:6]=3)=[O:9])[CH2:11][CH2:12]2)[CH2:19][CH2:18]1, predict the reactants needed to synthesize it. The reactants are: Br[C:2]1[CH:3]=[N:4][C:5]([C:8]([N:10]2[CH2:15][CH2:14][N:13]([CH2:16][CH:17]3[CH2:19][CH2:18]3)[CH2:12][CH2:11]2)=[O:9])=[N:6][CH:7]=1.[B:20]1(B2OC(C)(C)C(C)(C)O2)[O:24]C(C)(C)C(C)(C)[O:21]1.C([O-])(=O)C.[K+]. (2) The reactants are: [NH2:1][C:2]1[C:6]2=[N:7][CH:8]=[CH:9][CH:10]=[C:5]2[C:4]([C:19]2[CH:20]=[C:21]([OH:25])[CH:22]=[CH:23][CH:24]=2)([C:11]2[CH:16]=[C:15]([CH3:17])[N:14]=[C:13]([CH3:18])[CH:12]=2)[N:3]=1.[C:26](O[C:26]([O:28][C:29]([CH3:32])([CH3:31])[CH3:30])=[O:27])([O:28][C:29]([CH3:32])([CH3:31])[CH3:30])=[O:27]. Given the product [CH3:17][C:15]1[CH:16]=[C:11]([C:4]2([C:19]3[CH:24]=[CH:23][CH:22]=[C:21]([OH:25])[CH:20]=3)[C:5]3[C:6](=[N:7][CH:8]=[CH:9][CH:10]=3)[C:2]([NH:1][C:26](=[O:27])[O:28][C:29]([CH3:32])([CH3:31])[CH3:30])=[N:3]2)[CH:12]=[C:13]([CH3:18])[N:14]=1, predict the reactants needed to synthesize it. (3) The reactants are: [C:1]([C:3]1[CH:4]=[C:5]([S:10](Cl)(=[O:12])=[O:11])[CH:6]=[CH:7][C:8]=1[F:9])#[N:2].[NH2:14][C:15]1[S:16][CH:17]=[CH:18][N:19]=1.N1C=CC=CC=1. Given the product [C:1]([C:3]1[CH:4]=[C:5]([S:10]([NH:14][C:15]2[S:16][CH:17]=[CH:18][N:19]=2)(=[O:12])=[O:11])[CH:6]=[CH:7][C:8]=1[F:9])#[N:2], predict the reactants needed to synthesize it.